Dataset: Catalyst prediction with 721,799 reactions and 888 catalyst types from USPTO. Task: Predict which catalyst facilitates the given reaction. (1) Product: [C:1]([O:5][C:6]([NH:8][C@@H:9]([CH2:14][O:15][CH2:16][C@H:17]([CH2:27][C:28]1[CH:29]=[CH:30][C:31]([CH3:34])=[CH:32][CH:33]=1)[C@@H:18]([O:22][CH2:23][CH:24]([CH3:25])[CH3:26])[C@@H:19]([OH:21])[CH3:20])[C:10]([OH:12])=[O:11])=[O:7])([CH3:3])([CH3:4])[CH3:2]. The catalyst class is: 20. Reactant: [C:1]([O:5][C:6]([NH:8][C@@H:9]([CH2:14][O:15][CH2:16][C@H:17]([CH2:27][C:28]1[CH:33]=[CH:32][C:31]([CH3:34])=[CH:30][CH:29]=1)[C@@H:18]([O:22][CH2:23][CH:24]([CH3:26])[CH3:25])[C@@H:19]([OH:21])[CH3:20])[C:10]([O:12]C)=[O:11])=[O:7])([CH3:4])([CH3:3])[CH3:2].O[Li].O. (2) Reactant: [F:1][C:2]1[C:10]([O:11][C:12]2[C:17]3=[C:18]([CH3:27])[C:19]([O:21][CH2:22][CH2:23][CH2:24][S:25][CH3:26])=[CH:20][N:16]3[N:15]=[CH:14][N:13]=2)=[CH:9][CH:8]=[C:7]2[C:3]=1[CH:4]=[C:5]([CH3:28])[NH:6]2.C1C=C(Cl)C=C(C(OO)=[O:37])C=1.C1(P(C2C=CC=CC=2)C2C=CC=CC=2)C=CC=CC=1. Product: [F:1][C:2]1[C:10]([O:11][C:12]2[C:17]3=[C:18]([CH3:27])[C:19]([O:21][CH2:22][CH2:23][CH2:24][S:25]([CH3:26])=[O:37])=[CH:20][N:16]3[N:15]=[CH:14][N:13]=2)=[CH:9][CH:8]=[C:7]2[C:3]=1[CH:4]=[C:5]([CH3:28])[NH:6]2. The catalyst class is: 4. (3) Reactant: CI.[O:3]=[C:4]1[NH:13][CH:12]([C:14]2[CH:21]=[CH:20][C:17]([C:18]#[N:19])=[CH:16][C:15]=2[S:22][CH3:23])[C:11]2[C:10](=[O:24])[CH2:9][CH2:8][CH2:7][C:6]=2[N:5]1[C:25]1[CH:30]=[CH:29][CH:28]=[C:27]([C:31]([F:34])([F:33])[F:32])[CH:26]=1.[C:35](=O)([O-])[O-].[Cs+].[Cs+]. Product: [CH3:35][N:13]1[CH:12]([C:14]2[CH:21]=[CH:20][C:17]([C:18]#[N:19])=[CH:16][C:15]=2[S:22][CH3:23])[C:11]2[C:10](=[O:24])[CH2:9][CH2:8][CH2:7][C:6]=2[N:5]([C:25]2[CH:30]=[CH:29][CH:28]=[C:27]([C:31]([F:34])([F:33])[F:32])[CH:26]=2)[C:4]1=[O:3]. The catalyst class is: 3. (4) Reactant: C(=O)([O-])[O-].[K+].[K+].[CH3:7][O:8][C:9](=[O:19])[C:10]1[CH:15]=[CH:14][C:13]([OH:16])=[C:12]([O:17][CH3:18])[CH:11]=1.[CH2:20](Br)[C:21]1[CH:26]=[CH:25][CH:24]=[CH:23][CH:22]=1. Product: [CH3:7][O:8][C:9](=[O:19])[C:10]1[CH:15]=[CH:14][C:13]([O:16][CH2:20][C:21]2[CH:26]=[CH:25][CH:24]=[CH:23][CH:22]=2)=[C:12]([O:17][CH3:18])[CH:11]=1. The catalyst class is: 21. (5) Reactant: C(OC([N:8]1[C@H:13]([C:14](=[O:25])[NH:15][CH2:16][C:17]2[CH:22]=[CH:21][CH:20]=[C:19]([Cl:23])[C:18]=2[F:24])[CH2:12][C@@H:11]2[C@H:9]1[CH2:10]2)=O)(C)(C)C.[C:26]([OH:32])([C:28]([F:31])([F:30])[F:29])=[O:27]. Product: [Cl:23][C:19]1[C:18]([F:24])=[C:17]([CH:22]=[CH:21][CH:20]=1)[CH2:16][NH:15][C:14]([C@@H:13]1[CH2:12][C@@H:11]2[C@@H:9]([CH2:10]2)[NH:8]1)=[O:25].[C:26]([OH:32])([C:28]([F:31])([F:30])[F:29])=[O:27]. The catalyst class is: 2. (6) Reactant: [Li+].[OH-].[C:3]([N:6]1[CH2:11][CH:10]([CH2:12][CH:13]2[CH2:18][CH2:17][CH2:16][CH2:15][CH2:14]2)[CH2:9][CH:8]([C:19]([O:21]CC)=[O:20])[CH2:7]1)(=[O:5])[CH3:4].C(Cl)Cl.O. Product: [C:3]([N:6]1[CH2:11][CH:10]([CH2:12][CH:13]2[CH2:14][CH2:15][CH2:16][CH2:17][CH2:18]2)[CH2:9][CH:8]([C:19]([OH:21])=[O:20])[CH2:7]1)(=[O:5])[CH3:4]. The catalyst class is: 92. (7) Reactant: [F:1][C:2]([F:11])([F:10])[C:3]1[CH:8]=[CH:7][N:6]=[C:5]([NH2:9])[CH:4]=1.N1C=CC=CC=1.Cl[C:19]([O:21][C:22]([CH3:24])=[CH2:23])=[O:20]. Product: [F:11][C:2]([F:1])([F:10])[C:3]1[CH:8]=[CH:7][N:6]=[C:5]([NH:9][C:19](=[O:20])[O:21][C:22]([CH3:24])=[CH2:23])[CH:4]=1. The catalyst class is: 1.